This data is from Forward reaction prediction with 1.9M reactions from USPTO patents (1976-2016). The task is: Predict the product of the given reaction. (1) Given the reactants [O:1]=[S:2]1(=[O:16])[CH2:7][CH2:6][N:5]2[CH:8]3[CH2:13][CH2:12][C:11]([CH2:14][OH:15])([C:4]2=[N:3]1)[CH2:10][CH2:9]3.CS(Cl)(=O)=O.C(=O)([O-])[O-].[Cs+].[Cs+].[N:28]1([C:33]2[CH:38]=[CH:37][C:36](O)=[CH:35][CH:34]=2)[CH:32]=[CH:31][CH:30]=[N:29]1, predict the reaction product. The product is: [N:28]1([C:33]2[CH:34]=[CH:35][C:36]([O:15][CH2:14][C:11]34[CH2:10][CH2:9][CH:8]([N:5]5[CH2:6][CH2:7][S:2](=[O:1])(=[O:16])[N:3]=[C:4]53)[CH2:13][CH2:12]4)=[CH:37][CH:38]=2)[CH:32]=[CH:31][CH:30]=[N:29]1. (2) Given the reactants [C:1]([O:4][CH:5]([C:11]([C:13]1[CH:18]=[CH:17][C:16]([F:19])=[CH:15][CH:14]=1)=O)[C:6]([O:8][CH2:9][CH3:10])=[O:7])(=O)[CH3:2].C([O-])(=O)C.[NH4+:24], predict the reaction product. The product is: [F:19][C:16]1[CH:17]=[CH:18][C:13]([C:11]2[N:24]=[C:1]([CH3:2])[O:4][C:5]=2[C:6]([O:8][CH2:9][CH3:10])=[O:7])=[CH:14][CH:15]=1. (3) Given the reactants [F:1][C:2]([F:26])([F:25])[O:3][C:4]1[CH:9]=[CH:8][C:7]([N:10]2[CH:14]=[N:13][C:12]([C:15]3[CH:20]=[CH:19][C:18]([CH2:21][CH2:22][CH2:23][NH2:24])=[CH:17][CH:16]=3)=[N:11]2)=[CH:6][CH:5]=1.[CH2:27]([C:29]1[CH:34]=[CH:33][CH:32]=[CH:31][C:30]=1[NH:35][C:36]([NH2:38])=[S:37])[CH3:28].[C:39]([O-])(=[O:41])C.[Na+], predict the reaction product. The product is: [CH2:27]([C:29]1[CH:34]=[CH:33][CH:32]=[CH:31][C:30]=1[NH:35][C:36]([NH:38][C:39]([NH:24][CH2:23][CH2:22][CH2:21][C:18]1[CH:19]=[CH:20][C:15]([C:12]2[N:13]=[CH:14][N:10]([C:7]3[CH:6]=[CH:5][C:4]([O:3][C:2]([F:1])([F:25])[F:26])=[CH:9][CH:8]=3)[N:11]=2)=[CH:16][CH:17]=1)=[O:41])=[S:37])[CH3:28]. (4) Given the reactants [C:1]1([CH2:7][CH2:8][O:9][CH2:10][CH2:11][OH:12])[CH:6]=[CH:5][CH:4]=[CH:3][CH:2]=1.[S:13](Cl)([C:16]1[CH:22]=[CH:21][C:19]([CH3:20])=[CH:18][CH:17]=1)(=[O:15])=[O:14], predict the reaction product. The product is: [CH3:20][C:19]1[CH:21]=[CH:22][C:16]([S:13]([O:12][CH2:11][CH2:10][O:9][CH2:8][CH2:7][C:1]2[CH:6]=[CH:5][CH:4]=[CH:3][CH:2]=2)(=[O:15])=[O:14])=[CH:17][CH:18]=1. (5) The product is: [Cl:1][C:2]1[C:7]([F:8])=[CH:6][CH:5]=[C:4]([Cl:9])[C:3]=1[CH:10]([O:12][C:13]1[C:14]([NH2:28])=[N:15][CH:16]=[C:17]([C:30]2[C:31]([CH3:36])=[N:32][NH:33][C:34]=2[CH3:35])[CH:18]=1)[CH3:11]. Given the reactants [Cl:1][C:2]1[C:7]([F:8])=[CH:6][CH:5]=[C:4]([Cl:9])[C:3]=1[CH:10]([O:12][C:13]1[C:14]([NH2:28])=[N:15][CH:16]=[C:17](B2OC(C)(C)C(C)(C)O2)[CH:18]=1)[CH3:11].Br[C:30]1[C:31]([CH3:36])=[N:32][NH:33][C:34]=1[CH3:35], predict the reaction product. (6) Given the reactants S(Cl)(Cl)=O.[CH:5]1([CH2:8][C:9]([OH:11])=O)[CH2:7][CH2:6]1.[F:12][C:13]1[CH:18]=[CH:17][C:16]([C@H:19]2[CH2:21][C@@H:20]2[CH2:22][NH:23][C:24]2[CH:29]=[CH:28][N:27]=[C:26]([NH:30][NH2:31])[C:25]=2[C:32]([F:35])([F:34])[F:33])=[CH:15][CH:14]=1.C([O-])([O-])=O.[Na+].[Na+], predict the reaction product. The product is: [CH:5]1([CH2:8][C:9]([NH:31][NH:30][C:26]2[C:25]([C:32]([F:33])([F:35])[F:34])=[C:24]([NH:23][CH2:22][C@H:20]3[CH2:21][C@@H:19]3[C:16]3[CH:15]=[CH:14][C:13]([F:12])=[CH:18][CH:17]=3)[CH:29]=[CH:28][N:27]=2)=[O:11])[CH2:6][CH2:7]1.